From a dataset of Full USPTO retrosynthesis dataset with 1.9M reactions from patents (1976-2016). Predict the reactants needed to synthesize the given product. (1) Given the product [Cl:28][C:27]1[C:22]([O:1][C:2]2[CH:7]=[C:6]([O:8][CH:9]([CH3:11])[CH3:10])[CH:5]=[CH:4][C:3]=2[CH2:12][CH2:13][C:14]([O:16][CH2:17][CH3:18])=[O:15])=[N:23][CH:24]=[C:25]([C:29]([F:31])([F:30])[F:32])[CH:26]=1, predict the reactants needed to synthesize it. The reactants are: [OH:1][C:2]1[CH:7]=[C:6]([O:8][CH:9]([CH3:11])[CH3:10])[CH:5]=[CH:4][C:3]=1[CH2:12][CH2:13][C:14]([O:16][CH2:17][CH3:18])=[O:15].[H-].[Na+].Cl[C:22]1[C:27]([Cl:28])=[CH:26][C:25]([C:29]([F:32])([F:31])[F:30])=[CH:24][N:23]=1.[Cl-].[NH4+]. (2) Given the product [OH:4][CH2:2][C@H:3]([C@@H:2]([C@H:3]([C@H:2]([CH2:3][OH:1])[OH:4])[OH:1])[OH:4])[OH:1], predict the reactants needed to synthesize it. The reactants are: [OH2:1].[CH2:2]([OH:4])[CH3:3]. (3) Given the product [Cl:1][C-:2]1[CH:6]=[CH:5][CH:4]=[CH:3]1.[C-:7]1([CH2:12][O:13][CH2:18][CH2:17][CH2:22][OH:23])[CH:11]=[CH:10][CH:9]=[CH:8]1.[Fe+2:14], predict the reactants needed to synthesize it. The reactants are: [Cl:1][C-:2]1[CH:6]=[CH:5][CH:4]=[CH:3]1.[C-:7]1([CH:12]=[O:13])[CH:11]=[CH:10][CH:9]=[CH:8]1.[Fe+2:14].[BH4-].[Na+].[C-:17]1([CH2:22][OH:23])C=CC=[CH:18]1.[CH-]1C=CC=C1.[Fe+2]. (4) Given the product [CH3:1][N:2]([CH3:24])[CH2:3][CH2:4][N:5]([CH3:23])[C:6]1[CH:7]=[CH:8][C:9]([C:12]2[N:16]3[CH:17]=[CH:18][CH:19]=[CH:20][C:15]3=[N:14][C:13]=2[CH2:21][N:26]([CH3:25])[C@@H:27]2[C:36]3[N:35]=[CH:34][CH:33]=[CH:32][C:31]=3[CH2:30][CH2:29][CH2:28]2)=[CH:10][N:11]=1, predict the reactants needed to synthesize it. The reactants are: [CH3:1][N:2]([CH3:24])[CH2:3][CH2:4][N:5]([CH3:23])[C:6]1[N:11]=[CH:10][C:9]([C:12]2[N:16]3[CH:17]=[CH:18][CH:19]=[CH:20][C:15]3=[N:14][C:13]=2[CH:21]=O)=[CH:8][CH:7]=1.[CH3:25][NH:26][C@@H:27]1[C:36]2[N:35]=[CH:34][CH:33]=[CH:32][C:31]=2[CH2:30][CH2:29][CH2:28]1.CN(CC1N=C2C=CC=CN2C=1C1C=CN=CC=1)[C@@H]1C2N=CC=CC=2CCC1. (5) Given the product [CH2:28]([N:27]([CH2:20][C:21]1[CH:26]=[CH:25][CH:24]=[CH:23][CH:22]=1)[S:8]([C:5]1[CH:6]=[CH:7][C:2]([Br:1])=[CH:3][C:4]=1[F:12])(=[O:10])=[O:9])[C:29]1[CH:34]=[CH:33][CH:32]=[CH:31][CH:30]=1, predict the reactants needed to synthesize it. The reactants are: [Br:1][C:2]1[CH:7]=[CH:6][C:5]([S:8](Cl)(=[O:10])=[O:9])=[C:4]([F:12])[CH:3]=1.C(N(CC)CC)C.[CH2:20]([NH:27][CH2:28][C:29]1[CH:34]=[CH:33][CH:32]=[CH:31][CH:30]=1)[C:21]1[CH:26]=[CH:25][CH:24]=[CH:23][CH:22]=1. (6) Given the product [CH:8]1([N:7]([CH:1]2[CH2:2][CH2:3][CH2:4][CH2:5][CH2:6]2)[C:17](=[NH:24])[C:18]2[CH:23]=[CH:22][CH:21]=[CH:20][CH:19]=2)[CH2:9][CH2:10][CH2:11][CH2:12][CH2:13]1, predict the reactants needed to synthesize it. The reactants are: [CH:1]1([NH:7][CH:8]2[CH2:13][CH2:12][CH2:11][CH2:10][CH2:9]2)[CH2:6][CH2:5][CH2:4][CH2:3][CH2:2]1.C[Mg]Br.[C:17](#[N:24])[C:18]1[CH:23]=[CH:22][CH:21]=[CH:20][CH:19]=1.[Cl-].[NH4+]. (7) Given the product [NH2:1][C:2]1[N:3]=[C:4]([Cl:9])[N:5]=[C:6]([NH:19][C:20]2[CH:21]=[CH:22][C:23]([C:26]([N:28]3[CH2:29][CH2:30][O:31][CH2:32][CH2:33]3)=[O:27])=[CH:24][CH:25]=2)[N:7]=1, predict the reactants needed to synthesize it. The reactants are: [NH2:1][C:2]1[N:7]=[C:6](Cl)[N:5]=[C:4]([Cl:9])[N:3]=1.CCN(C(C)C)C(C)C.[NH2:19][C:20]1[CH:25]=[CH:24][C:23]([C:26]([N:28]2[CH2:33][CH2:32][O:31][CH2:30][CH2:29]2)=[O:27])=[CH:22][CH:21]=1. (8) Given the product [CH3:11][N:4]1[C:5]2=[CH:6][N:7]=[CH:8][CH:9]=[C:10]2[C:2]([B:20]2[O:21][C:22]([CH3:24])([CH3:23])[C:18]([CH3:29])([CH3:17])[O:19]2)=[CH:3]1, predict the reactants needed to synthesize it. The reactants are: Br[C:2]1[C:10]2[C:5](=[CH:6][N:7]=[CH:8][CH:9]=2)[N:4]([CH3:11])[CH:3]=1.[Li]CCCC.[CH3:17][C:18]1([CH3:29])[C:22]([CH3:24])([CH3:23])[O:21][B:20](OC(C)C)[O:19]1. (9) Given the product [N:10]1[C:11]2[C:12](=[N:13][CH:14]=[CH:15][C:16]=2[CH2:17][N:18]2[CH2:22][CH:21]([CH2:23][CH2:24][CH3:25])[CH2:20][C:19]2=[O:26])[NH:8][CH:9]=1, predict the reactants needed to synthesize it. The reactants are: COC1C=CC(C[N:8]2[C:12]3=[N:13][CH:14]=[CH:15][C:16]([CH2:17][N:18]4[CH2:22][CH:21]([CH2:23][CH2:24][CH3:25])[CH2:20][C:19]4=[O:26])=[C:11]3[N:10]=[CH:9]2)=CC=1.C1(OC)C=CC=CC=1.OS(O)(=O)=O.C([O-])(O)=O.[Na+]. (10) The reactants are: Cl.[CH2:2]([O:4][C:5](=[O:9])[CH:6]([CH3:8])[NH2:7])[CH3:3].[OH:10][C:11]1[CH:19]=[C:18]([OH:20])[CH:17]=[CH:16][C:12]=1[C:13](O)=[O:14].C(N=C=NC(C)C)(C)C.ON1C2C=CC=CC=2N=N1.CN1CCOCC1. Given the product [OH:10][C:11]1[CH:19]=[C:18]([OH:20])[CH:17]=[CH:16][C:12]=1[C:13]([NH:7][CH:6]([CH3:8])[C:5]([O:4][CH2:2][CH3:3])=[O:9])=[O:14], predict the reactants needed to synthesize it.